From a dataset of Reaction yield outcomes from USPTO patents with 853,638 reactions. Predict the reaction yield, written as a fraction of the theoretical maximum amount of product (1.0 means a 100% yield; for example, 0.34 means a 34% yield). The reactants are [CH3:1][O:2][C:3]([C:5]1[N:6]([CH3:11])[N:7]=[CH:8][C:9]=1I)=[O:4].C([Mg]Cl)(C)C.CC1OCCC1.Br[C:24]1[CH:52]=[CH:51][C:27]([C:28]([N:30]([C:44]2[C:49]([CH3:50])=[CH:48][CH:47]=[CH:46][N:45]=2)[CH:31]2[CH2:36][CH2:35][CH2:34][N:33]([C:37]([O:39][C:40]([CH3:43])([CH3:42])[CH3:41])=[O:38])[CH2:32]2)=[O:29])=[CH:26][CH:25]=1. The catalyst is C1COCC1.[Cl-].[Cl-].[Zn+2]. The product is [CH3:1][O:2][C:3]([C:5]1[N:6]([CH3:11])[N:7]=[CH:8][C:9]=1[C:24]1[CH:52]=[CH:51][C:27]([C:28]([N:30]([C:44]2[C:49]([CH3:50])=[CH:48][CH:47]=[CH:46][N:45]=2)[C@@H:31]2[CH2:36][CH2:35][CH2:34][N:33]([C:37]([O:39][C:40]([CH3:43])([CH3:41])[CH3:42])=[O:38])[CH2:32]2)=[O:29])=[CH:26][CH:25]=1)=[O:4]. The yield is 0.780.